Dataset: Forward reaction prediction with 1.9M reactions from USPTO patents (1976-2016). Task: Predict the product of the given reaction. Given the reactants [NH:1]([CH2:6][C:7]([OH:9])=[O:8])[CH2:2][C:3]([OH:5])=[O:4].O.[OH-].[Li+:12], predict the reaction product. The product is: [NH:1]([CH2:6][C:7]([O-:9])=[O:8])[CH2:2][C:3]([O-:5])=[O:4].[Li+:12].[Li+:12].